From a dataset of Full USPTO retrosynthesis dataset with 1.9M reactions from patents (1976-2016). Predict the reactants needed to synthesize the given product. (1) Given the product [I:37][CH2:2][CH2:3][CH2:4][O:5][C:6]1[CH:14]=[C:13]2[C:9]([C:10]([C:16]3[N:24]([S:25]([C:28]4[CH:33]=[CH:32][C:31]([CH3:34])=[CH:30][CH:29]=4)(=[O:27])=[O:26])[C:19]4=[N:20][CH:21]=[CH:22][CH:23]=[C:18]4[CH:17]=3)=[CH:11][N:12]2[CH3:15])=[CH:8][C:7]=1[O:35][CH3:36], predict the reactants needed to synthesize it. The reactants are: Cl[CH2:2][CH2:3][CH2:4][O:5][C:6]1[CH:14]=[C:13]2[C:9]([C:10]([C:16]3[N:24]([S:25]([C:28]4[CH:33]=[CH:32][C:31]([CH3:34])=[CH:30][CH:29]=4)(=[O:27])=[O:26])[C:19]4=[N:20][CH:21]=[CH:22][CH:23]=[C:18]4[CH:17]=3)=[CH:11][N:12]2[CH3:15])=[CH:8][C:7]=1[O:35][CH3:36].[I-:37].[Na+].C1CCCCC1.C(OCC)(=O)C. (2) Given the product [CH3:1][C:2]1[CH:10]=[CH:9][C:5]([C:6]([NH:12][CH2:13][C:14](=[O:15])[N:16]2[CH2:17][CH2:18][N:19]([C:22](=[O:33])[C:23]3[CH:28]=[CH:27][CH:26]=[CH:25][C:24]=3[C:29]([F:30])([F:32])[F:31])[CH2:20][CH2:21]2)=[O:7])=[CH:4][CH:3]=1, predict the reactants needed to synthesize it. The reactants are: [CH3:1][C:2]1[CH:10]=[CH:9][C:5]([C:6](Cl)=[O:7])=[CH:4][CH:3]=1.Cl.[NH2:12][CH2:13][C:14]([N:16]1[CH2:21][CH2:20][N:19]([C:22](=[O:33])[C:23]2[CH:28]=[CH:27][CH:26]=[CH:25][C:24]=2[C:29]([F:32])([F:31])[F:30])[CH2:18][CH2:17]1)=[O:15].C(N(CC)CC)C.O.